This data is from Peptide-MHC class I binding affinity with 185,985 pairs from IEDB/IMGT. The task is: Regression. Given a peptide amino acid sequence and an MHC pseudo amino acid sequence, predict their binding affinity value. This is MHC class I binding data. (1) The peptide sequence is STFVSAARQG. The MHC is HLA-B44:02 with pseudo-sequence HLA-B44:02. The binding affinity (normalized) is 0.495. (2) The peptide sequence is KEAVNHFHL. The MHC is HLA-B39:01 with pseudo-sequence HLA-B39:01. The binding affinity (normalized) is 0.0847. (3) The binding affinity (normalized) is 0.710. The peptide sequence is KPKALSEAF. The MHC is HLA-B35:01 with pseudo-sequence HLA-B35:01. (4) The peptide sequence is ITLTNVVNI. The MHC is HLA-A30:01 with pseudo-sequence HLA-A30:01. The binding affinity (normalized) is 0.672. (5) The MHC is BoLA-HD6 with pseudo-sequence BoLA-HD6. The peptide sequence is LLRRRPYPL. The binding affinity (normalized) is 0.854. (6) The peptide sequence is AQNAISTTF. The MHC is HLA-B15:02 with pseudo-sequence HLA-B15:02. The binding affinity (normalized) is 0.455. (7) The peptide sequence is VSDLYTSM. The MHC is Mamu-B17 with pseudo-sequence Mamu-B17. The binding affinity (normalized) is 0. (8) The peptide sequence is GLEAYIQGI. The MHC is HLA-B27:03 with pseudo-sequence HLA-B27:03. The binding affinity (normalized) is 0.0847.